This data is from Peptide-MHC class II binding affinity with 134,281 pairs from IEDB. The task is: Regression. Given a peptide amino acid sequence and an MHC pseudo amino acid sequence, predict their binding affinity value. This is MHC class II binding data. (1) The peptide sequence is AWMSAAATQAEQAAT. The MHC is DRB1_1201 with pseudo-sequence DRB1_1201. The binding affinity (normalized) is 0. (2) The peptide sequence is SVAYKAAVGATPEAK. The MHC is DRB1_1302 with pseudo-sequence DRB1_1302. The binding affinity (normalized) is 0.406. (3) The peptide sequence is KKSAHGSPTFWMGSH. The MHC is HLA-DQA10102-DQB10501 with pseudo-sequence HLA-DQA10102-DQB10501. The binding affinity (normalized) is 0. (4) The peptide sequence is LGGLWTAVSPHLSPL. The MHC is DRB1_0901 with pseudo-sequence DRB1_0901. The binding affinity (normalized) is 0.405. (5) The peptide sequence is GETLLRAVESYLLAH. The MHC is DRB3_0101 with pseudo-sequence DRB3_0101. The binding affinity (normalized) is 0.332. (6) The peptide sequence is AFGVAATAANAAPAN. The MHC is HLA-DPA10201-DPB11401 with pseudo-sequence HLA-DPA10201-DPB11401. The binding affinity (normalized) is 0.143. (7) The peptide sequence is VKAWWTDLLAKPSVQ. The MHC is HLA-DQA10301-DQB10302 with pseudo-sequence HLA-DQA10301-DQB10302. The binding affinity (normalized) is 0.352. (8) The peptide sequence is EKKYFAACQFEPLAA. The MHC is HLA-DPA10103-DPB10601 with pseudo-sequence HLA-DPA10103-DPB10601. The binding affinity (normalized) is 0.821. (9) The peptide sequence is VRNCDLPVWLSWQVA. The MHC is HLA-DQA10501-DQB10302 with pseudo-sequence HLA-DQA10501-DQB10302. The binding affinity (normalized) is 0.332.